This data is from Experimentally validated miRNA-target interactions with 360,000+ pairs, plus equal number of negative samples. The task is: Binary Classification. Given a miRNA mature sequence and a target amino acid sequence, predict their likelihood of interaction. The miRNA is hsa-miR-4274 with sequence CAGCAGUCCCUCCCCCUG. The protein sequence of the target gene is MEENMEEGQTQKGCFECCIKCLGGIPYASLIATILLYAGVALFCGCGHEALSGTVNILQTYFEMARTAGDTLDVFTMIDIFKYVIYGIAAAFFVYGILLMVEGFFTTGAIKDLYGDFKITTCGRCVSAWFIMLTYLFMLAWLGVTAFTSLPVYMYFNLWTICRNTTLVEGANLCLDLRQFGIVTIGEEKKICTVSENFLRMCESTELNMTFHLFIVALAGAGAAVIAMVHYLMVLSANWAYVKDACRMQKYEDIKSKEEQELHDIHSTRSKERLNAYT. Result: 0 (no interaction).